Dataset: Reaction yield outcomes from USPTO patents with 853,638 reactions. Task: Predict the reaction yield, written as a fraction of the theoretical maximum amount of product (1.0 means a 100% yield; for example, 0.34 means a 34% yield). The reactants are [C:1]1([N:7]2[C:11]([NH:12][C:13]3[CH:21]=[CH:20][C:19]([O:22][CH3:23])=[CH:18][C:14]=3[C:15](O)=[O:16])=[CH:10][C:9]([C:24]3[CH:29]=[CH:28][CH:27]=[CH:26][CH:25]=3)=[N:8]2)[CH:6]=[CH:5][CH:4]=[CH:3][CH:2]=1.[C:30]1([CH3:40])[C:31]([S:36]([NH2:39])(=[O:38])=[O:37])=[CH:32][CH:33]=[CH:34][CH:35]=1.CCN=C=NCCCN(C)C.Cl.C(N(CC)CC)C. The catalyst is ClCCl.CN(C1C=CN=CC=1)C.O. The product is [C:1]1([N:7]2[C:11]([NH:12][C:13]3[CH:21]=[CH:20][C:19]([O:22][CH3:23])=[CH:18][C:14]=3[C:15]([NH:39][S:36]([C:31]3[CH:32]=[CH:33][CH:34]=[CH:35][C:30]=3[CH3:40])(=[O:37])=[O:38])=[O:16])=[CH:10][C:9]([C:24]3[CH:29]=[CH:28][CH:27]=[CH:26][CH:25]=3)=[N:8]2)[CH:6]=[CH:5][CH:4]=[CH:3][CH:2]=1. The yield is 0.100.